This data is from Full USPTO retrosynthesis dataset with 1.9M reactions from patents (1976-2016). The task is: Predict the reactants needed to synthesize the given product. (1) Given the product [CH3:1][O:2][CH2:3][C:4]1[CH:5]=[N+:6]([O-:13])[CH:7]=[CH:8][CH:9]=1, predict the reactants needed to synthesize it. The reactants are: [CH3:1][O:2][CH2:3][C:4]1[CH:5]=[N:6][CH:7]=[CH:8][CH:9]=1.OO.C(=O)([O-])[O-:13].[Na+].[Na+]. (2) The reactants are: [N:1]1([C:8]2[N:13]=[C:12]([CH:14]3[CH2:16][CH2:15]3)C=[C:10]([N:17]3[CH2:20][CH:19](OS(C)(=O)=O)[CH2:18]3)[C:9]=2[CH3:26])[CH2:7][CH2:6][CH2:5][CH2:4][CH2:3][CH2:2]1.[C-]#[N:28].[Na+].C[N:31]([CH3:34])C=O. Given the product [N:1]1([C:8]2[N:13]=[C:12]([CH:14]3[CH2:16][CH2:15]3)[N:28]=[C:10]([N:17]3[CH2:20][CH:19]([C:34]#[N:31])[CH2:18]3)[C:9]=2[CH3:26])[CH2:7][CH2:6][CH2:5][CH2:4][CH2:3][CH2:2]1, predict the reactants needed to synthesize it. (3) Given the product [F:1][C:2]1[CH:11]=[C:10]([F:12])[CH:9]=[C:8]2[C:3]=1[C:4]([NH:20][C:21]1[CH:22]=[N:23][CH:24]=[C:25]([N:27]3[CH2:32][CH2:31][O:30][CH2:29][CH2:28]3)[CH:26]=1)=[C:5]([CH3:19])[C:6]([N:13]1[CH2:14][CH2:15][N:16]([S:40]([C:35]3[CH:36]=[CH:37][CH:38]=[CH:39][C:34]=3[F:33])(=[O:42])=[O:41])[CH2:17][CH2:18]1)=[N:7]2, predict the reactants needed to synthesize it. The reactants are: [F:1][C:2]1[CH:11]=[C:10]([F:12])[CH:9]=[C:8]2[C:3]=1[C:4]([NH:20][C:21]1[CH:22]=[N:23][CH:24]=[C:25]([N:27]3[CH2:32][CH2:31][O:30][CH2:29][CH2:28]3)[CH:26]=1)=[C:5]([CH3:19])[C:6]([N:13]1[CH2:18][CH2:17][NH:16][CH2:15][CH2:14]1)=[N:7]2.[F:33][C:34]1[CH:39]=[CH:38][CH:37]=[CH:36][C:35]=1[S:40](Cl)(=[O:42])=[O:41]. (4) Given the product [CH3:24][O:23][C:19]1[CH:18]=[C:17]2[C:22]([C:13]([NH:12][CH2:11][C:8]3[N:6]4[N:7]=[C:2]([C:26]#[C:25][Si:27]([CH2:32][CH3:33])([CH2:30][CH3:31])[CH2:28][CH3:29])[CH:3]=[CH:4][C:5]4=[N:10][N:9]=3)=[CH:14][CH:15]=[N:16]2)=[N:21][CH:20]=1, predict the reactants needed to synthesize it. The reactants are: Cl[C:2]1[CH:3]=[CH:4][C:5]2[N:6]([C:8]([CH2:11][NH:12][C:13]3[C:22]4[C:17](=[CH:18][C:19]([O:23][CH3:24])=[CH:20][N:21]=4)[N:16]=[CH:15][CH:14]=3)=[N:9][N:10]=2)[N:7]=1.[CH2:25]([Si:27]([CH2:32][CH3:33])([CH2:30][CH3:31])[C:28]#[CH:29])[CH3:26].C(N(CC)CC)C. (5) The reactants are: [N:1]1([CH2:6][CH2:7][CH2:8][CH2:9][C:10]2[CH:25]=[CH:24][C:13]([O:14][CH2:15][C:16]3[O:17][CH:18]=[C:19]([C:21]([OH:23])=O)[N:20]=3)=[CH:12][CH:11]=2)[CH:5]=[CH:4][N:3]=[N:2]1.[F:26][C:27]1[C:28]([CH3:34])=[C:29]([NH2:33])[CH:30]=[CH:31][CH:32]=1. Given the product [F:26][C:27]1[C:28]([CH3:34])=[C:29]([NH:33][C:21]([C:19]2[N:20]=[C:16]([CH2:15][O:14][C:13]3[CH:12]=[CH:11][C:10]([CH2:9][CH2:8][CH2:7][CH2:6][N:1]4[CH:5]=[CH:4][N:3]=[N:2]4)=[CH:25][CH:24]=3)[O:17][CH:18]=2)=[O:23])[CH:30]=[CH:31][CH:32]=1, predict the reactants needed to synthesize it. (6) Given the product [Cl:34][C:35]1[N:43]=[C:42]([CH3:44])[CH:41]=[CH:40][C:36]=1[C:37]([NH:51][CH2:50][C:46]1[S:45][CH:49]=[CH:48][CH:47]=1)=[O:39], predict the reactants needed to synthesize it. The reactants are: CN(C(ON1N=NC2C=CC=NC1=2)=[N+](C)C)C.F[P-](F)(F)(F)(F)F.CCN(C(C)C)C(C)C.[Cl:34][C:35]1[N:43]=[C:42]([CH3:44])[CH:41]=[CH:40][C:36]=1[C:37]([OH:39])=O.[S:45]1[CH:49]=[CH:48][CH:47]=[C:46]1[CH2:50][NH2:51]. (7) Given the product [CH:1]1([CH:6]([N:10]2[CH:14]=[C:13]([C:15]3[C:16]4[CH:23]=[CH:22][NH:21][C:17]=4[N:18]=[CH:19][N:20]=3)[CH:12]=[N:11]2)[CH2:7][C:8]#[CH:9])[CH2:5][CH2:4][CH2:3][CH2:2]1, predict the reactants needed to synthesize it. The reactants are: [CH:1]1([CH:6]([N:10]2[CH:14]=[C:13]([C:15]3[C:16]4[CH:23]=[CH:22][N:21](COCC[Si](C)(C)C)[C:17]=4[N:18]=[CH:19][N:20]=3)[CH:12]=[N:11]2)[CH2:7][C:8]#[CH:9])[CH2:5][CH2:4][CH2:3][CH2:2]1. (8) Given the product [Cl:1][C:2]1[CH:18]=[CH:17][C:5]2[N:6]([CH2:11][CH2:12][S:13]([CH3:16])(=[O:15])=[O:14])[C:7]([CH2:9][N:24]3[C:25]4[C:21](=[C:20]([F:19])[CH:28]=[CH:27][CH:26]=4)[C:22]4([CH2:30][CH2:31]4)[C:23]3=[O:29])=[N:8][C:4]=2[CH:3]=1, predict the reactants needed to synthesize it. The reactants are: [Cl:1][C:2]1[CH:18]=[CH:17][C:5]2[N:6]([CH2:11][CH2:12][S:13]([CH3:16])(=[O:15])=[O:14])[C:7]([CH2:9]Cl)=[N:8][C:4]=2[CH:3]=1.[F:19][C:20]1[CH:28]=[CH:27][CH:26]=[C:25]2[C:21]=1[C:22]1([CH2:31][CH2:30]1)[C:23](=[O:29])[NH:24]2.N1C2=CN=CC=C2C2(CC2)C1=O. (9) Given the product [CH2:1]([N:8]([CH2:9][CH2:10][N:11]1[C:20]2[C:15]([C:16](=[O:22])[NH:17][C:18](=[O:21])[N:19]=2)=[N:14][C:13]2[CH:23]=[C:24]([CH3:28])[C:25]([Cl:27])=[CH:26][C:12]1=2)[C:29](=[O:30])[O:31][C:32]([CH3:35])([CH3:34])[CH3:33])[C:2]1[CH:3]=[CH:4][CH:5]=[CH:6][CH:7]=1, predict the reactants needed to synthesize it. The reactants are: [CH2:1]([NH:8][CH2:9][CH2:10][N:11]1[C:20]2[C:15]([C:16](=[O:22])[NH:17][C:18](=[O:21])[N:19]=2)=[N:14][C:13]2[CH:23]=[C:24]([CH3:28])[C:25]([Cl:27])=[CH:26][C:12]1=2)[C:2]1[CH:7]=[CH:6][CH:5]=[CH:4][CH:3]=1.[C:29](O[C:29]([O:31][C:32]([CH3:35])([CH3:34])[CH3:33])=[O:30])([O:31][C:32]([CH3:35])([CH3:34])[CH3:33])=[O:30].CCN(CC)CC. (10) Given the product [CH3:3][O:4][C:5]([CH:7]1[C:12]([NH2:13])=[N:11][CH:10]=[CH:9][N:8]1[O:18][CH3:17])=[O:6], predict the reactants needed to synthesize it. The reactants are: [H-].[Na+].[CH3:3][O:4][C:5]([C:7]1[C:12]([NH2:13])=[N:11][C:10](Cl)=[CH:9][N:8]=1)=[O:6].[NH4+].[Cl-].[CH3:17][OH:18].